From a dataset of Reaction yield outcomes from USPTO patents with 853,638 reactions. Predict the reaction yield, written as a fraction of the theoretical maximum amount of product (1.0 means a 100% yield; for example, 0.34 means a 34% yield). The reactants are C([O-])([O-])=O.[K+].[K+].[F-].[Cs+].[C:9]([C:11]1[CH:16]=[CH:15][C:14](B(O)O)=[CH:13][CH:12]=1)#[N:10].Br[C:21]1[CH:22]=[CH:23][C:24]2[S:28][C:27]([CH2:29][CH2:30][N:31]3[CH2:35][CH2:34][CH2:33][CH:32]3[CH3:36])=[N:26][C:25]=2[CH:37]=1.C1(P(C2CCCCC2)C2C=CC=CC=2C2C=CC=CC=2)CCCCC1. The catalyst is C1(C)C=CC=CC=1.C1C=CC(/C=C/C(/C=C/C2C=CC=CC=2)=O)=CC=1.C1C=CC(/C=C/C(/C=C/C2C=CC=CC=2)=O)=CC=1.C1C=CC(/C=C/C(/C=C/C2C=CC=CC=2)=O)=CC=1.[Pd].[Pd]. The product is [CH3:36][CH:32]1[CH2:33][CH2:34][CH2:35][N:31]1[CH2:30][CH2:29][C:27]1[S:28][C:24]2[CH:23]=[CH:22][C:21]([C:14]3[CH:15]=[CH:16][C:11]([C:9]#[N:10])=[CH:12][CH:13]=3)=[CH:37][C:25]=2[N:26]=1. The yield is 0.315.